From a dataset of Forward reaction prediction with 1.9M reactions from USPTO patents (1976-2016). Predict the product of the given reaction. (1) Given the reactants [NH:1]([C:3]1[CH:4]=[CH:5][C:6]2[C:7]([N:19]=1)=[N:8][C:9]([C:13]1[CH:18]=[CH:17][CH:16]=[CH:15][CH:14]=1)=[C:10]([OH:12])[N:11]=2)[NH2:2].[Cl:20][CH2:21][C:22](O[C:22](=[O:23])[CH2:21][Cl:20])=[O:23], predict the reaction product. The product is: [Cl:20][CH2:21][C:22]([NH:2][NH:1][C:3]1[CH:4]=[CH:5][C:6]2[NH:11][C:10](=[O:12])[C:9]([C:13]3[CH:18]=[CH:17][CH:16]=[CH:15][CH:14]=3)=[N:8][C:7]=2[N:19]=1)=[O:23]. (2) Given the reactants O1CCC[CH2:2]1.[F:6][C:7]([F:16])([F:15])[C:8]1[S:12][C:11]([CH:13]=[O:14])=[CH:10][CH:9]=1.C[Mg]Br, predict the reaction product. The product is: [F:16][C:7]([F:15])([F:6])[C:8]1[S:12][C:11]([CH:13]([OH:14])[CH3:2])=[CH:10][CH:9]=1. (3) Given the reactants [CH3:1][O:2][C:3](=[O:9])[C:4]([CH3:8])([CH3:7])[CH2:5][OH:6].C([O-])([O-])=O.[K+].[K+].[C:16]1([CH3:26])[CH:21]=[CH:20][C:19]([S:22](Cl)(=[O:24])=[O:23])=[CH:18][CH:17]=1, predict the reaction product. The product is: [CH3:1][O:2][C:3](=[O:9])[C:4]([CH3:8])([CH3:7])[CH2:5][O:6][S:22]([C:19]1[CH:20]=[CH:21][C:16]([CH3:26])=[CH:17][CH:18]=1)(=[O:24])=[O:23].